Dataset: Reaction yield outcomes from USPTO patents with 853,638 reactions. Task: Predict the reaction yield, written as a fraction of the theoretical maximum amount of product (1.0 means a 100% yield; for example, 0.34 means a 34% yield). (1) The product is [Cl:1][C:2]1[CH:7]=[CH:6][C:5]([N:8]2[C:12]([S:13][CH3:14])=[C:11]([C:15]([NH:43][N:44]3[CH2:49][CH2:48][CH2:47][CH2:46][CH2:45]3)=[O:17])[N:10]=[C:9]2[C:18]2[CH:23]=[CH:22][C:21]([Cl:24])=[CH:20][C:19]=2[Cl:25])=[CH:4][CH:3]=1. The reactants are [Cl:1][C:2]1[CH:7]=[CH:6][C:5]([N:8]2[C:12]([S:13][CH3:14])=[C:11]([C:15]([OH:17])=O)[N:10]=[C:9]2[C:18]2[CH:23]=[CH:22][C:21]([Cl:24])=[CH:20][C:19]=2[Cl:25])=[CH:4][CH:3]=1.C(N(CC)C(C)C)(C)C.F[P-](F)(F)(F)(F)F.N1(OC(N(C)C)=[N+](C)C)[C:46]2[CH:47]=[CH:48][CH:49]=C[C:45]=2[N:44]=[N:43]1.NN1CCCCC1. The yield is 0.720. The catalyst is CC#N.O. (2) The reactants are [NH:1]1[C:5]2[CH:6]=[CH:7][CH:8]=[CH:9][C:4]=2[N:3]=[C:2]1[CH2:10][N:11]([CH3:22])[CH:12]1[C:21]2[N:20]=[CH:19][CH:18]=[CH:17][C:16]=2[CH2:15][CH2:14][CH2:13]1.Cl[CH2:24]/[CH:25]=[CH:26]\[CH2:27][NH:28][C:29](=[O:35])[O:30][C:31]([CH3:34])([CH3:33])[CH3:32].C([O-])([O-])=O.[K+].[K+]. The catalyst is CN(C=O)C. The product is [CH3:22][N:11]([CH2:10][C:2]1[N:3]([CH2:24]/[CH:25]=[CH:26]\[CH2:27][NH:28][C:29](=[O:35])[O:30][C:31]([CH3:34])([CH3:33])[CH3:32])[C:4]2[CH:9]=[CH:8][CH:7]=[CH:6][C:5]=2[N:1]=1)[CH:12]1[C:21]2[N:20]=[CH:19][CH:18]=[CH:17][C:16]=2[CH2:15][CH2:14][CH2:13]1. The yield is 0.840. (3) The reactants are [NH2:1][C:2]1[C:11]2[C:6](=[C:7](I)[C:8]([Cl:12])=[CH:9][CH:10]=2)[N:5]=[N:4][C:3]=1[C:14]([NH:16][CH2:17][CH2:18][CH3:19])=[O:15].[CH3:20][C:21]1[CH:26]=[CH:25][C:24]([CH3:27])=[CH:23][C:22]=1B(O)O. No catalyst specified. The product is [NH2:1][C:2]1[C:11]2[C:6](=[C:7]([C:22]3[CH:23]=[C:24]([CH3:27])[CH:25]=[CH:26][C:21]=3[CH3:20])[C:8]([Cl:12])=[CH:9][CH:10]=2)[N:5]=[N:4][C:3]=1[C:14]([NH:16][CH2:17][CH2:18][CH3:19])=[O:15]. The yield is 0.450.